This data is from Forward reaction prediction with 1.9M reactions from USPTO patents (1976-2016). The task is: Predict the product of the given reaction. (1) Given the reactants [Cl:1][C:2]1[CH:13]=[CH:12][C:5]([C:6](N(OC)C)=[O:7])=[C:4]([NH:14][C:15]2[CH:20]=[CH:19][CH:18]=[CH:17][C:16]=2[Cl:21])[CH:3]=1.[CH2:22]([Mg]Br)[CH3:23], predict the reaction product. The product is: [Cl:1][C:2]1[CH:13]=[CH:12][C:5]([C:6](=[O:7])[CH2:22][CH3:23])=[C:4]([NH:14][C:15]2[CH:20]=[CH:19][CH:18]=[CH:17][C:16]=2[Cl:21])[CH:3]=1. (2) Given the reactants [Cl:1][C:2]1[CH:3]=[C:4]([CH:17]=[C:18]([Cl:20])[CH:19]=1)[CH2:5][O:6][Si:7]([CH:14]([CH3:16])[CH3:15])([CH:11]([CH3:13])[CH3:12])[CH:8]([CH3:10])[CH3:9].C([Li])CCC.CN(C)[CH:28]=[O:29].Cl.[Na+].[Cl-], predict the reaction product. The product is: [Cl:20][C:18]1[CH:17]=[C:4]([CH2:5][O:6][Si:7]([CH:14]([CH3:16])[CH3:15])([CH:8]([CH3:9])[CH3:10])[CH:11]([CH3:12])[CH3:13])[CH:3]=[C:2]([Cl:1])[C:19]=1[CH:28]=[O:29].